Dataset: Catalyst prediction with 721,799 reactions and 888 catalyst types from USPTO. Task: Predict which catalyst facilitates the given reaction. (1) Reactant: [NH:1]1[C:9]2[C:4](=[N:5][CH:6]=[CH:7][C:8]=2[C:10]([OH:12])=[O:11])[CH:3]=[CH:2]1.C1C(=O)N([Cl:20])C(=O)C1. Product: [Cl:20][C:3]1[C:4]2=[N:5][CH:6]=[CH:7][C:8]([C:10]([OH:12])=[O:11])=[C:9]2[NH:1][CH:2]=1. The catalyst class is: 10. (2) Reactant: Cl.[NH2:2][CH:3]1[CH2:7][CH2:6][N:5]([C:8]2[N:9]=[C:10]([NH:17][C:18]3[CH:23]=[CH:22][C:21]([O:24][CH3:25])=[C:20]([O:26][CH3:27])[CH:19]=3)[C:11]3[N:16]=[CH:15][S:14][C:12]=3[N:13]=2)[CH2:4]1.[O:28]=[C:29]1[CH2:37][C:36]2[C:31](=[CH:32][C:33]([C:38](O)=[O:39])=[CH:34][CH:35]=2)[NH:30]1.CCN=C=NCCCN(C)C.CN1C=CN=C1. Product: [CH3:27][O:26][C:20]1[CH:19]=[C:18]([NH:17][C:10]2[C:11]3[N:16]=[CH:15][S:14][C:12]=3[N:13]=[C:8]([N:5]3[CH2:6][CH2:7][CH:3]([NH:2][C:38]([C:33]4[CH:32]=[C:31]5[C:36]([CH2:37][C:29](=[O:28])[NH:30]5)=[CH:35][CH:34]=4)=[O:39])[CH2:4]3)[N:9]=2)[CH:23]=[CH:22][C:21]=1[O:24][CH3:25]. The catalyst class is: 2. (3) Reactant: [NH:1]1[C:9]2[C:4](=[C:5]([O:10][C:11]3[CH:19]=[C:18]([N:20]4[CH2:25][CH2:24][N:23]([CH:26]([C:28]5[CH:33]=[CH:32][CH:31]=[CH:30][C:29]=5[C:34]5[CH:39]=[CH:38][C:37]([Cl:40])=[CH:36][CH:35]=5)[CH3:27])[CH2:22][CH2:21]4)[CH:17]=[CH:16][C:12]=3[C:13](O)=[O:14])[CH:6]=[CH:7][CH:8]=2)[CH:3]=[CH:2]1.[N+:41]([C:44]1[CH:45]=[C:46]([S:58]([NH2:61])(=[O:60])=[O:59])[CH:47]=[CH:48][C:49]=1[NH:50][CH2:51][CH:52]1[CH2:57][CH2:56][O:55][CH2:54][CH2:53]1)([O-:43])=[O:42].Cl.C(N=C=NCCCN(C)C)C. Product: [Cl:40][C:37]1[CH:36]=[CH:35][C:34]([C:29]2[CH:30]=[CH:31][CH:32]=[CH:33][C:28]=2[CH:26]([N:23]2[CH2:22][CH2:21][N:20]([C:18]3[CH:17]=[CH:16][C:12]([C:13]([NH:61][S:58]([C:46]4[CH:47]=[CH:48][C:49]([NH:50][CH2:51][CH:52]5[CH2:53][CH2:54][O:55][CH2:56][CH2:57]5)=[C:44]([N+:41]([O-:43])=[O:42])[CH:45]=4)(=[O:59])=[O:60])=[O:14])=[C:11]([O:10][C:5]4[CH:6]=[CH:7][CH:8]=[C:9]5[C:4]=4[CH:3]=[CH:2][NH:1]5)[CH:19]=3)[CH2:25][CH2:24]2)[CH3:27])=[CH:39][CH:38]=1. The catalyst class is: 119. (4) Reactant: [Cl:1][C:2]1[CH:3]=[C:4]([N:9]([CH2:16][C:17]2[CH:22]=[CH:21][CH:20]=[C:19]([O:23][CH3:24])[CH:18]=2)[C@H:10]([C:12]([O:14]C)=[O:13])[CH3:11])[CH:5]=[CH:6][C:7]=1[F:8].C1COCC1.CO.O[Li:33].O. Product: [Li+:33].[Cl:1][C:2]1[CH:3]=[C:4]([N:9]([CH2:16][C:17]2[CH:22]=[CH:21][CH:20]=[C:19]([O:23][CH3:24])[CH:18]=2)[C@H:10]([C:12]([O-:14])=[O:13])[CH3:11])[CH:5]=[CH:6][C:7]=1[F:8]. The catalyst class is: 6. (5) Reactant: [OH-].[Na+].C[O:4][C:5](=[O:36])[CH2:6][O:7][C:8]1[CH:13]=[CH:12][C:11]([C:14]2[CH:19]=[CH:18][C:17]([NH:20][C:21]([C:23]3[C:27]4[CH:28]=[CH:29][CH:30]=[CH:31][C:26]=4[O:25][C:24]=3[CH2:32][CH2:33][CH2:34][CH3:35])=[O:22])=[CH:16][CH:15]=2)=[CH:10][CH:9]=1.O.Cl. Product: [CH2:32]([C:24]1[O:25][C:26]2[CH:31]=[CH:30][CH:29]=[CH:28][C:27]=2[C:23]=1[C:21]([NH:20][C:17]1[CH:16]=[CH:15][C:14]([C:11]2[CH:12]=[CH:13][C:8]([O:7][CH2:6][C:5]([OH:36])=[O:4])=[CH:9][CH:10]=2)=[CH:19][CH:18]=1)=[O:22])[CH2:33][CH2:34][CH3:35]. The catalyst class is: 1. (6) Reactant: [CH3:1][C:2]([CH3:24])([CH3:23])[CH2:3][N:4]1[C:8]2[N:9]=[C:10]([C:13]#[N:14])[N:11]=[CH:12][C:7]=2[CH:6]=[C:5]1[CH2:15][N:16]1[C:20](=[O:21])[CH2:19][NH:18][C:17]1=[O:22].C([O-])([O-])=O.[K+].[K+].[Cl:31][C:32]1[CH:39]=[CH:38][C:35]([CH2:36]Cl)=[CH:34][CH:33]=1. Product: [Cl:31][C:32]1[CH:39]=[CH:38][C:35]([CH2:36][N:18]2[CH2:19][C:20](=[O:21])[N:16]([CH2:15][C:5]3[N:4]([CH2:3][C:2]([CH3:24])([CH3:23])[CH3:1])[C:8]4[N:9]=[C:10]([C:13]#[N:14])[N:11]=[CH:12][C:7]=4[CH:6]=3)[C:17]2=[O:22])=[CH:34][CH:33]=1. The catalyst class is: 3. (7) Reactant: C(O)(C(F)(F)F)=O.C(OC(=O)[NH:14][CH:15]1[CH:20]2[CH:16]1[CH2:17][N:18]([C:21](=[O:55])[C:22]1[CH:27]=[CH:26][C:25]([NH:28][C:29]3[N:34]=[C:33]([NH:35][CH2:36][C:37]4[CH:42]=[CH:41][C:40]([O:43][CH2:44][C@@H:45]([CH3:48])[CH2:46][Br:47])=[CH:39][CH:38]=4)[N:32]=[C:31]([O:49][CH2:50][C:51]([F:54])([F:53])[F:52])[N:30]=3)=[CH:24][CH:23]=1)[CH2:19]2)(C)(C)C. Product: [NH2:14][CH:15]1[CH:16]2[CH:20]1[CH2:19][N:18]([C:21]([C:22]1[CH:23]=[CH:24][C:25]([NH:28][C:29]3[N:34]=[C:33]([NH:35][CH2:36][C:37]4[CH:42]=[CH:41][C:40]([O:43][CH2:44][C@@H:45]([CH3:48])[CH2:46][Br:47])=[CH:39][CH:38]=4)[N:32]=[C:31]([O:49][CH2:50][C:51]([F:54])([F:53])[F:52])[N:30]=3)=[CH:26][CH:27]=1)=[O:55])[CH2:17]2. The catalyst class is: 2. (8) Reactant: [CH3:1][C:2]1([CH3:22])[C:10]2[C:5](=[CH:6][C:7]([NH:11][C:12](=[O:20])[C:13]3[CH:18]=[CH:17][N:16]=[CH:15][C:14]=3[F:19])=[CH:8][CH:9]=2)[NH:4][C:3]1=[O:21].[CH3:23][S:24]([CH:27]=[CH2:28])(=[O:26])=[O:25].C(=O)([O-])[O-].[Cs+].[Cs+].O. Product: [CH3:1][C:2]1([CH3:22])[C:10]2[C:5](=[CH:6][C:7]([NH:11][C:12](=[O:20])[C:13]3[CH:18]=[CH:17][N:16]=[CH:15][C:14]=3[F:19])=[CH:8][CH:9]=2)[N:4]([CH2:28][CH2:27][S:24]([CH3:23])(=[O:26])=[O:25])[C:3]1=[O:21]. The catalyst class is: 3. (9) Reactant: [Br:1][C:2]1[CH:3]=[C:4]([NH2:12])[C:5]2[CH:6]=[N:7][N:8]([CH3:11])[C:9]=2[CH:10]=1.N1C=CC=CC=1.Cl[CH2:20][C:21]1[N:22]=[C:23]([C:26]([Cl:28])=O)[S:24][CH:25]=1.C(=O)(O)[O-:30].[Na+]. Product: [Br:1][C:2]1[CH:10]=[C:9]2[C:5]([CH:6]=[N:7][N:8]2[CH3:11])=[C:4]([NH:12][C:20]([C:21]2[N:22]=[C:23]([CH2:26][Cl:28])[S:24][CH:25]=2)=[O:30])[CH:3]=1. The catalyst class is: 34. (10) Reactant: [Br:1][C:2]1[S:6][C:5]([C:7](Cl)=[O:8])=[CH:4][CH:3]=1.[CH3:10][O:11][C:12]1[CH:13]=[C:14]([CH:20]=[CH:21][CH:22]=1)[CH2:15][NH:16][CH:17]1[CH2:19][CH2:18]1.C(N(CC)CC)C. Product: [Br:1][C:2]1[S:6][C:5]([C:7]([N:16]([CH:17]2[CH2:19][CH2:18]2)[CH2:15][C:14]2[CH:20]=[CH:21][CH:22]=[C:12]([O:11][CH3:10])[CH:13]=2)=[O:8])=[CH:4][CH:3]=1. The catalyst class is: 2.